This data is from Reaction yield outcomes from USPTO patents with 853,638 reactions. The task is: Predict the reaction yield, written as a fraction of the theoretical maximum amount of product (1.0 means a 100% yield; for example, 0.34 means a 34% yield). (1) The reactants are C([Mg]Cl)(C)C.[Si:6]([O:13][CH2:14][C:15]([O:17]CC)=O)([C:9]([CH3:12])([CH3:11])[CH3:10])([CH3:8])[CH3:7].Cl.[CH3:21][NH:22][O:23][CH3:24]. The catalyst is C1COCC1. The product is [Si:6]([O:13][CH2:14][C:15]([N:22]([O:23][CH3:24])[CH3:21])=[O:17])([C:9]([CH3:10])([CH3:11])[CH3:12])([CH3:7])[CH3:8]. The yield is 0.796. (2) The reactants are C[O:2][C:3]1[CH:18]=[CH:17][C:6]2[C:7]([C:11]3[CH:16]=[CH:15][CH:14]=[CH:13][CH:12]=3)=[C:8]([CH3:10])[O:9][C:5]=2[C:4]=1[CH3:19].B(Cl)(Cl)Cl. The catalyst is [I-].C([N+](CCCC)(CCCC)CCCC)CCC.C(Cl)Cl. The product is [CH3:10][C:8]1[O:9][C:5]2[C:4]([CH3:19])=[C:3]([OH:2])[CH:18]=[CH:17][C:6]=2[C:7]=1[C:11]1[CH:16]=[CH:15][CH:14]=[CH:13][CH:12]=1. The yield is 0.760. (3) The reactants are [F:1][C:2]1[CH:7]=[CH:6][C:5]([P:8](=[O:13])([CH:11]=[CH2:12])[CH:9]=[CH2:10])=[CH:4][CH:3]=1.[CH2:14]([NH2:21])[C:15]1[CH:20]=[CH:19][CH:18]=[CH:17][CH:16]=1. The catalyst is C1COCC1.O. The product is [CH2:14]([N:21]1[CH2:12][CH2:11][P:8](=[O:13])([C:5]2[CH:4]=[CH:3][C:2]([F:1])=[CH:7][CH:6]=2)[CH2:9][CH2:10]1)[C:15]1[CH:20]=[CH:19][CH:18]=[CH:17][CH:16]=1. The yield is 0.820. (4) The product is [CH2:34]([O:33][C:31]1[C:30](=[O:36])[NH:29][CH:28]=[C:27]([C:24]2[CH:25]=[CH:26][C:21]([CH2:20][C:19]([NH:18][C:15]3[CH:16]=[CH:17][C:12]([O:11][CH2:10][CH2:9][OH:8])=[C:13]([C:49]([F:52])([F:50])[F:51])[CH:14]=3)=[O:48])=[C:22]([F:47])[C:23]=2[F:46])[CH:32]=1)[CH3:35]. The reactants are C([O:8][CH2:9][CH2:10][O:11][C:12]1[CH:17]=[CH:16][C:15]([NH:18][C:19](=[O:48])[CH2:20][C:21]2[CH:26]=[CH:25][C:24]([C:27]3[CH:28]=[N:29][C:30]([O:36]CC4C=CC(OC)=CC=4)=[C:31]([O:33][CH2:34][CH3:35])[CH:32]=3)=[C:23]([F:46])[C:22]=2[F:47])=[CH:14][C:13]=1[C:49]([F:52])([F:51])[F:50])C1C=CC=CC=1. The catalyst is CO.[Pd]. The yield is 0.447. (5) The catalyst is C(O)C. The product is [N:1]1([NH:7][C:8]([C:10]2[S:14][C:13]([C:15]([NH:20][NH2:21])=[O:17])=[CH:12][CH:11]=2)=[O:9])[CH2:6][CH2:5][O:4][CH2:3][CH2:2]1. The yield is 0.680. The reactants are [N:1]1([NH:7][C:8]([C:10]2[S:14][C:13]([C:15]([O:17]C)=O)=[CH:12][CH:11]=2)=[O:9])[CH2:6][CH2:5][O:4][CH2:3][CH2:2]1.O.[NH2:20][NH2:21]. (6) The reactants are Cl[C:2]1[C:11]2[N:12]=[CH:13][S:14][C:10]=2[C:9]2[CH:8]=[CH:7][C:6]([C:15]([O:17]C)=[O:16])=[CH:5][C:4]=2[N:3]=1.[NH2:19][C:20]1[CH:25]=[CH:24][CH:23]=[CH:22][CH:21]=1. The catalyst is CN1C(=O)CCC1. The product is [C:20]1([NH:19][C:2]2[C:11]3[N:12]=[CH:13][S:14][C:10]=3[C:9]3[CH:8]=[CH:7][C:6]([C:15]([OH:17])=[O:16])=[CH:5][C:4]=3[N:3]=2)[CH:25]=[CH:24][CH:23]=[CH:22][CH:21]=1. The yield is 0.0800. (7) The reactants are [C:1]([O:5][C:6]([NH:8][C:9]1[CH:10]=[C:11]([C:14]([O:16][CH2:17][CH3:18])=[O:15])[S:12][CH:13]=1)=[O:7])([CH3:4])([CH3:3])[CH3:2].C1C(=O)N([Br:26])C(=O)C1. The catalyst is C(Cl)Cl. The product is [Br:26][C:13]1[S:12][C:11]([C:14]([O:16][CH2:17][CH3:18])=[O:15])=[CH:10][C:9]=1[NH:8][C:6]([O:5][C:1]([CH3:4])([CH3:3])[CH3:2])=[O:7]. The yield is 0.480.